From a dataset of Forward reaction prediction with 1.9M reactions from USPTO patents (1976-2016). Predict the product of the given reaction. (1) Given the reactants [CH3:1][O-].[Na+].[C:4]([O:12]C)(=O)[CH2:5][CH2:6][C:7]([O:9][CH3:10])=[O:8].C(OCC)=O.[NH2:19][C:20]([NH2:22])=[S:21], predict the reaction product. The product is: [CH3:10][O:9][C:7]([CH2:6][C:5]1[C:4](=[O:12])[NH:19][C:20](=[S:21])[NH:22][CH:1]=1)=[O:8]. (2) The product is: [CH2:20]([O:19][CH2:18][CH2:17][CH2:16][N:1]1[C:9]2[C:4](=[CH:5][CH:6]=[CH:7][CH:8]=2)[C:3]([C:10]([O:12][CH2:13][CH3:14])=[O:11])=[N:2]1)[C:21]1[CH:26]=[CH:25][CH:24]=[CH:23][CH:22]=1. Given the reactants [NH:1]1[C:9]2[C:4](=[CH:5][CH:6]=[CH:7][CH:8]=2)[C:3]([C:10]([O:12][CH2:13][CH3:14])=[O:11])=[N:2]1.Br[CH2:16][CH2:17][CH2:18][O:19][CH2:20][C:21]1[CH:26]=[CH:25][CH:24]=[CH:23][CH:22]=1, predict the reaction product. (3) Given the reactants C(O)(=O)CCCCCCC/C=C\CCCCCCCC.C(O)[C@H]1O[C@H]([O:28][CH2:29][C@H:30]2[O:35][C@H:34]([O:36][C@:37]3([CH2:46][OH:47])[O:41][C@H:40]([CH2:42][OH:43])[C@@H:39]([OH:44])[C@@H:38]3[OH:45])[C@H:33]([OH:48])[C@@H:32]([OH:49])[C@@H:31]2[OH:50])[C@H](O)[C@@H](O)[C@H]1O.C(O)[C@H]1O[C@H](OC[C@H]2O[C@H](OC[C@H]3O[C@H](O[C@]4(CO)O[C@H](CO)[C@@H](O)[C@@H]4O)[C@H](O)[C@@H](O)[C@@H]3O)[C@H](O)[C@@H](O)[C@H]2O)[C@H](O)[C@@H](O)[C@H]1O, predict the reaction product. The product is: [CH2:29]([OH:28])[C@H:30]1[O:35][C@H:34]([O:36][CH:37]2[C@@H:46]([OH:47])[C@H:42]([OH:43])[CH:40]([OH:41])[C@H:39]([OH:44])[C@@H:38]2[OH:45])[C@H:33]([OH:48])[C@@H:32]([OH:49])[C@H:31]1[OH:50]. (4) Given the reactants [Cl:1][CH2:2][CH2:3][CH2:4][CH2:5][C:6](Cl)=[O:7].[NH:9]1[C:15]2[CH:16]=[CH:17][CH:18]=[CH:19][C:14]=2[C:13](=[O:20])[CH2:12][CH2:11][CH2:10]1.C(=O)([O-])[O-].[K+].[K+], predict the reaction product. The product is: [Cl:1][CH2:2][CH2:3][CH2:4][CH2:5][C:6]([N:9]1[C:15]2[CH:16]=[CH:17][CH:18]=[CH:19][C:14]=2[C:13](=[O:20])[CH2:12][CH2:11][CH2:10]1)=[O:7]. (5) Given the reactants [CH2:1]([O:3][C:4]([C:6]1[C:7](Cl)=[N:8][C:9]([C:12]2[CH:17]=[CH:16][N:15]=[CH:14][CH:13]=2)=[N:10][CH:11]=1)=[O:5])[CH3:2].[C:19]1([CH3:26])[C:24]([OH:25])=[CH:23][CH:22]=[CH:21][CH:20]=1.C([O-])([O-])=O.[Cs+].[Cs+].O, predict the reaction product. The product is: [CH2:1]([O:3][C:4]([C:6]1[C:7]([O:25][C:24]2[CH:23]=[CH:22][CH:21]=[CH:20][C:19]=2[CH3:26])=[N:8][C:9]([C:12]2[CH:17]=[CH:16][N:15]=[CH:14][CH:13]=2)=[N:10][CH:11]=1)=[O:5])[CH3:2]. (6) Given the reactants [N:1]1[CH:6]=[CH:5][CH:4]=[N:3][C:2]=1[C:7]([O-:9])=O.[Na+].Cl.N1C=CN=C1.C(=O)=O.Cl.[CH3:21][NH:22][O:23][CH3:24].S(=O)(=O)(O)O, predict the reaction product. The product is: [CH3:24][O:23][N:22]([CH3:21])[C:7]([C:2]1[N:1]=[CH:6][CH:5]=[CH:4][N:3]=1)=[O:9]. (7) Given the reactants [O:1]1[CH2:7][CH:6]([C:8]2[C:16]3[S:15][C:14]([NH:17][C:18](=[O:26])[C:19]4[CH:24]=[CH:23][N:22]=[CH:21][C:20]=4Br)=[N:13][C:12]=3[C:11]([O:27][CH3:28])=[CH:10][CH:9]=2)[CH2:5][O:4][CH2:3][CH2:2]1.[NH:29]1[CH2:33][CH2:32][CH2:31][CH2:30]1.COCCNC1C=C(C=CN=1)C(NC1SC2C(N3CCOCC3)=CC=C(OC)C=2N=1)=O, predict the reaction product. The product is: [O:1]1[CH2:7][CH:6]([C:8]2[C:16]3[S:15][C:14]([NH:17][C:18](=[O:26])[C:19]4[CH:24]=[CH:23][N:22]=[C:21]([N:29]5[CH2:33][CH2:32][CH2:31][CH2:30]5)[CH:20]=4)=[N:13][C:12]=3[C:11]([O:27][CH3:28])=[CH:10][CH:9]=2)[CH2:5][O:4][CH2:3][CH2:2]1.